Dataset: Full USPTO retrosynthesis dataset with 1.9M reactions from patents (1976-2016). Task: Predict the reactants needed to synthesize the given product. (1) The reactants are: [Cl:1][C:2]1[CH:10]=[CH:9][C:8]2[CH2:7][CH:6]([C:11](O)=[O:12])[CH2:5][C:4]=2[N:3]=1.[H-].[Al+3].[Li+].[H-].[H-].[H-].O.[OH-].[Na+]. Given the product [Cl:1][C:2]1[CH:10]=[CH:9][C:8]2[CH2:7][CH:6]([CH2:11][OH:12])[CH2:5][C:4]=2[N:3]=1, predict the reactants needed to synthesize it. (2) Given the product [F:25][C:23]1[CH:24]=[C:19]([CH:20]=[C:21]([F:27])[C:22]=1[F:26])[O:18][CH2:17][CH2:16][CH2:15][CH2:14][CH2:13][CH2:12][O:11][C:8]1[CH:9]=[CH:10][C:5]([C:4]([OH:28])=[O:3])=[CH:6][CH:7]=1, predict the reactants needed to synthesize it. The reactants are: C([O:3][C:4](=[O:28])[C:5]1[CH:10]=[CH:9][C:8]([O:11][CH2:12][CH2:13][CH2:14][CH2:15][CH2:16][CH2:17][O:18][C:19]2[CH:24]=[C:23]([F:25])[C:22]([F:26])=[C:21]([F:27])[CH:20]=2)=[CH:7][CH:6]=1)C.[OH-].[Na+].Cl. (3) The reactants are: [O:1]1[CH2:6][CH2:5][N:4]([C:7]2[CH:8]=[CH:9][C:10]([N+:14]([O-])=O)=[C:11]([CH:13]=2)[NH2:12])[CH2:3][CH2:2]1.[H][H]. Given the product [O:1]1[CH2:2][CH2:3][N:4]([C:7]2[CH:13]=[C:11]([NH2:12])[C:10]([NH2:14])=[CH:9][CH:8]=2)[CH2:5][CH2:6]1, predict the reactants needed to synthesize it. (4) Given the product [CH3:31][C:23]1[CH:22]=[C:21]([NH:20][C:18](=[O:19])[NH:17][CH2:16][CH2:15][N:10]2[CH2:11][CH2:12][CH:8]([NH:7][C:6]([C:42]3[CH:41]=[CH:40][CH:39]=[CH:38][N:37]=3)=[O:13])[CH2:9]2)[C:30]2[C:25](=[CH:26][CH:27]=[CH:28][CH:29]=2)[N:24]=1, predict the reactants needed to synthesize it. The reactants are: C(O[C:6](=[O:13])[NH:7][CH:8]1[CH2:12][CH2:11][NH:10][CH2:9]1)(C)(C)C.Cl[CH2:15][CH2:16][NH:17][C:18]([NH:20][C:21]1[C:30]2[C:25](=[CH:26][CH:27]=[CH:28][CH:29]=2)[N:24]=[C:23]([CH3:31])[CH:22]=1)=[O:19].C([O-])(O)=O.[Na+].[NH2:37][C@H:38](C(O)=O)[CH2:39][C:40]1C=C2C(C=CC=C2)=[CH:42][CH:41]=1.